Predict the reaction yield, written as a fraction of the theoretical maximum amount of product (1.0 means a 100% yield; for example, 0.34 means a 34% yield). From a dataset of Reaction yield outcomes from USPTO patents with 853,638 reactions. (1) The reactants are [S:1]1[CH:5]=[CH:4][CH:3]=[C:2]1/[CH:6]=[CH:7]/[C:8]([OH:10])=O.CCN(CC)CC.ClC(OCC(C)C)=O.[N-:26]=[N+:27]=[N-:28].[Na+]. The catalyst is O.CC(C)=O. The product is [S:1]1[CH:5]=[CH:4][CH:3]=[C:2]1/[CH:6]=[CH:7]/[C:8]([N:26]=[N+:27]=[N-:28])=[O:10]. The yield is 0.780. (2) The reactants are [C:1](Cl)(=[O:9])[O:2][C:3]1[CH:8]=[CH:7][CH:6]=[CH:5][CH:4]=1.[CH2:11]([O:18][C:19]1[CH:20]=[C:21]([CH:35]=[CH:36][CH:37]=1)[C:22]([NH:24][C:25]1[CH:30]=[CH:29][CH:28]=[CH:27][C:26]=1[S:31](=[O:34])(=[O:33])[NH2:32])=[O:23])[C:12]1[CH:17]=[CH:16][CH:15]=[CH:14][CH:13]=1. The catalyst is CN(C)C1C=CN=CC=1.O1CCCC1. The product is [CH2:11]([O:18][C:19]1[CH:20]=[C:21]([CH:35]=[CH:36][CH:37]=1)[C:22]([NH:24][C:25]1[CH:30]=[CH:29][CH:28]=[CH:27][C:26]=1[S:31]([NH:32][C:1]([O:2][C:3]1[CH:8]=[CH:7][CH:6]=[CH:5][CH:4]=1)=[O:9])(=[O:34])=[O:33])=[O:23])[C:12]1[CH:13]=[CH:14][CH:15]=[CH:16][CH:17]=1. The yield is 0.770. (3) The reactants are [Cl:1][C:2]1[C:3]([O:11][CH2:12][CH3:13])=[C:4]([CH:8]=[CH:9][CH:10]=1)[CH2:5][NH:6][CH3:7].CNCC1C=CC2C(=CC=CC=2)C=1CCC.Cl.[N:31]1([CH2:37][CH2:38][N:39]2[CH2:44][C:43]3[CH:45]=[C:46](/[CH:49]=[CH:50]/[C:51]([OH:53])=O)[CH:47]=[N:48][C:42]=3[NH:41][C:40]2=[O:54])[CH2:36][CH2:35][O:34][CH2:33][CH2:32]1. No catalyst specified. The product is [ClH:1].[Cl:1][C:2]1[C:3]([O:11][CH2:12][CH3:13])=[C:4]([CH:8]=[CH:9][CH:10]=1)[CH2:5][N:6]([CH3:7])[C:51](=[O:53])/[CH:50]=[CH:49]/[C:46]1[CH:47]=[N:48][C:42]2[NH:41][C:40](=[O:54])[N:39]([CH2:38][CH2:37][N:31]3[CH2:32][CH2:33][O:34][CH2:35][CH2:36]3)[CH2:44][C:43]=2[CH:45]=1. The yield is 0.600. (4) The reactants are [C:1]([OH:5])(=[O:4])[CH:2]=[O:3].[N+:6]([C:9]1[CH:19]=[CH:18][CH:17]=[CH:16][C:10]=1[CH2:11][NH:12][CH2:13][CH2:14]O)([O-:8])=[O:7].O. The catalyst is O1CCCC1. The product is [OH:4][CH:1]1[O:5][CH2:14][CH2:13][N:12]([CH2:11][C:10]2[CH:16]=[CH:17][CH:18]=[CH:19][C:9]=2[N+:6]([O-:8])=[O:7])[C:2]1=[O:3]. The yield is 0.895. (5) The reactants are [F:1][C:2]1[CH:3]=[C:4]([C:8]2[S:9][C:10]([N:13]([C:21]([O:23][C:24]([CH3:27])([CH3:26])[CH3:25])=[O:22])[C:14]([O:16][C:17]([CH3:20])([CH3:19])[CH3:18])=[O:15])=[CH:11][N:12]=2)[CH:5]=[N:6][CH:7]=1.[B-](F)(F)(F)[F:29].[B-](F)(F)(F)F.C1[N+]2(CCl)CC[N+](F)(CC2)C1.O. The catalyst is C(#N)C.CN(C=O)C. The product is [F:29][C:11]1[N:12]=[C:8]([C:4]2[CH:5]=[N:6][CH:7]=[C:2]([F:1])[CH:3]=2)[S:9][C:10]=1[N:13]([C:14]([O:16][C:17]([CH3:18])([CH3:19])[CH3:20])=[O:15])[C:21]([O:23][C:24]([CH3:27])([CH3:26])[CH3:25])=[O:22]. The yield is 0.820.